Dataset: Catalyst prediction with 721,799 reactions and 888 catalyst types from USPTO. Task: Predict which catalyst facilitates the given reaction. (1) Reactant: C1C(=O)N([Cl:8])C(=O)C1.[CH3:9][C:10]1[O:14][C:13]([C:15]([O:17]C)=[O:16])=[CH:12][C:11]=1[C:19]1[N:23]([CH3:24])[N:22]=[CH:21][CH:20]=1.[OH-].[Na+]. Product: [Cl:8][C:20]1[CH:21]=[N:22][N:23]([CH3:24])[C:19]=1[C:11]1[CH:12]=[C:13]([C:15]([OH:17])=[O:16])[O:14][C:10]=1[CH3:9]. The catalyst class is: 7. (2) Reactant: C(OC(=O)[NH:10][C:11]1([C:14]2[S:15][CH:16]=[N:17][N:18]=2)[CH2:13][CH2:12]1)C1C=CC=CC=1.CCOCC.[BrH:25]. Product: [BrH:25].[S:15]1[CH:16]=[N:17][N:18]=[C:14]1[C:11]1([NH2:10])[CH2:13][CH2:12]1. The catalyst class is: 15. (3) Reactant: [F:1][C:2]1[CH:7]=[CH:6][CH:5]=[CH:4][C:3]=1[CH2:8][O:9][C:10]1[CH:15]=[CH:14][C:13]([C@@H:16]2[NH:20][C@:19]([CH2:26][O:27][CH3:28])([C:21]([N:23]([CH3:25])[CH3:24])=[O:22])[CH2:18][CH2:17]2)=[CH:12][CH:11]=1.[ClH:29]. Product: [ClH:29].[F:1][C:2]1[CH:7]=[CH:6][CH:5]=[CH:4][C:3]=1[CH2:8][O:9][C:10]1[CH:15]=[CH:14][C:13]([C@@H:16]2[NH:20][C@:19]([CH2:26][O:27][CH3:28])([C:21]([N:23]([CH3:24])[CH3:25])=[O:22])[CH2:18][CH2:17]2)=[CH:12][CH:11]=1. The catalyst class is: 27. (4) Reactant: [C:1]1([C:7]2[O:8][C:9]3[C:14]([C:15](=[O:17])[CH:16]=2)=[CH:13][CH:12]=[CH:11][CH:10]=3)[CH:6]=[CH:5][CH:4]=[CH:3][CH:2]=1.C(O)(=O)C.[Br:22]N1C(=O)CCC1=O. Product: [Br:22][C:16]1[C:15](=[O:17])[C:14]2[CH:13]=[CH:12][CH:11]=[CH:10][C:9]=2[O:8][C:7]=1[C:1]1[CH:2]=[CH:3][CH:4]=[CH:5][CH:6]=1. The catalyst class is: 6. (5) Reactant: Cl[C:2]1[CH:9]=[CH:8][C:5]([CH:6]=[O:7])=[CH:4][C:3]=1[N+:10]([O-:12])=[O:11].C(=O)([O-])[O-].[Cs+].[Cs+].[NH:19]1[CH2:24][CH2:23][CH:22]([C:25]([O:27][CH3:28])=[O:26])[CH2:21][CH2:20]1.CS(C)=O. Product: [CH:6]([C:5]1[CH:8]=[CH:9][C:2]([N:19]2[CH2:24][CH2:23][CH:22]([C:25]([O:27][CH3:28])=[O:26])[CH2:21][CH2:20]2)=[C:3]([N+:10]([O-:12])=[O:11])[CH:4]=1)=[O:7]. The catalyst class is: 25.